This data is from Catalyst prediction with 721,799 reactions and 888 catalyst types from USPTO. The task is: Predict which catalyst facilitates the given reaction. Reactant: [CH2:1]([O:3][C:4](=[O:24])[CH2:5][C:6]1[CH:11]=[CH:10][C:9](N)=[C:8]([O:13][C:14]2[CH:19]=[C:18]([C:20]#[N:21])[CH:17]=[C:16]([Br:22])[CH:15]=2)[C:7]=1[F:23])[CH3:2].C(ON=O)(C)(C)C.[ClH:32]. Product: [CH2:1]([O:3][C:4](=[O:24])[CH2:5][C:6]1[CH:11]=[CH:10][C:9]([Cl:32])=[C:8]([O:13][C:14]2[CH:19]=[C:18]([C:20]#[N:21])[CH:17]=[C:16]([Br:22])[CH:15]=2)[C:7]=1[F:23])[CH3:2]. The catalyst class is: 23.